This data is from Forward reaction prediction with 1.9M reactions from USPTO patents (1976-2016). The task is: Predict the product of the given reaction. (1) Given the reactants CC(C)N=C=NC(C)C.F[C@H]([C@@H](F)CCCCC)CO[C:14]1[CH:15]=[N:16][C:17]([C:20]2[CH:25]=[CH:24][C:23]([O:26][CH2:27][CH2:28][CH2:29][CH2:30][Si:31]([CH3:54])([CH3:53])[CH2:32][CH2:33][C:34]([F:52])([F:51])[C:35]([F:50])([F:49])[C:36]([F:48])([F:47])[C:37]([F:46])([F:45])[C:38]([F:44])([F:43])[C:39]([F:42])([F:41])[F:40])=[CH:22][CH:21]=2)=[N:18][CH:19]=1.[CH2:62]([C@H:67]1[CH2:72][CH2:71][C@H:70]([C:73]([OH:75])=[O:74])[CH2:69][CH2:68]1)[CH2:63][CH2:64][CH2:65][CH3:66], predict the reaction product. The product is: [CH3:54][Si:31]([CH3:53])([CH2:32][CH2:33][C:34]([F:52])([F:51])[C:35]([F:49])([F:50])[C:36]([F:47])([F:48])[C:37]([F:45])([F:46])[C:38]([F:43])([F:44])[C:39]([F:40])([F:41])[F:42])[CH2:30][CH2:29][CH2:28][CH2:27][O:26][C:23]1[CH:24]=[CH:25][C:20]([C:17]2[N:16]=[CH:15][C:14]([O:74][C:73]([C@H:70]3[CH2:69][CH2:68][C@H:67]([CH2:62][CH2:63][CH2:64][CH2:65][CH3:66])[CH2:72][CH2:71]3)=[O:75])=[CH:19][N:18]=2)=[CH:21][CH:22]=1. (2) Given the reactants C(O[C:6]([N:8]1[CH2:13][CH2:12][CH:11]([O:14][C:15]2[CH:16]=[N:17][CH:18]=[C:19]([CH:24]=2)[C:20]([O:22][CH3:23])=[O:21])[CH2:10][CH2:9]1)=O)(C)(C)C.Cl.FC1[N:32]=[CH:31][C:30]([C:33]2[NH:37][C:36]3[CH:38]=[CH:39][C:40]([C:42]([F:45])([F:44])[F:43])=[CH:41][C:35]=3[N:34]=2)=[CH:29][CH:28]=1.C(=O)(O)[O-].[Na+], predict the reaction product. The product is: [F:45][C:42]([F:43])([F:44])[C:40]1[CH:39]=[CH:38][C:36]2[NH:37][C:33]([C:30]3[CH:29]=[CH:28][C:6]([N:8]4[CH2:9][CH2:10][CH:11]([O:14][C:15]5[CH:24]=[C:19]([C:20]([O:22][CH3:23])=[O:21])[CH:18]=[N:17][CH:16]=5)[CH2:12][CH2:13]4)=[N:32][CH:31]=3)=[N:34][C:35]=2[CH:41]=1. (3) Given the reactants [OH:1][C:2]1[CH:7]=[CH:6][N:5]([C:8]2[CH:9]=[N:10][C:11]([N:14]3[CH2:18][CH2:17][CH2:16][CH2:15]3)=[CH:12][CH:13]=2)[C:4](=[O:19])[CH:3]=1.[Br:20][C:21]1[CH:26]=[CH:25][C:24]([S:27](Cl)(=[O:29])=[O:28])=[CH:23][CH:22]=1.C(=O)([O-])[O-].[K+].[K+].CCOC(C)=O, predict the reaction product. The product is: [Br:20][C:21]1[CH:26]=[CH:25][C:24]([S:27]([O:1][C:2]2[CH:7]=[CH:6][N:5]([C:8]3[CH:9]=[N:10][C:11]([N:14]4[CH2:18][CH2:17][CH2:16][CH2:15]4)=[CH:12][CH:13]=3)[C:4](=[O:19])[CH:3]=2)(=[O:29])=[O:28])=[CH:23][CH:22]=1. (4) Given the reactants [Br:1][C:2]1[CH:7]=[CH:6][C:5]([OH:8])=[CH:4][CH:3]=1.[OH-].[Na+].[CH2:11](Br)[CH2:12][CH2:13][CH3:14].O, predict the reaction product. The product is: [CH2:11]([O:8][C:5]1[CH:6]=[CH:7][C:2]([Br:1])=[CH:3][CH:4]=1)[CH2:12][CH2:13][CH3:14]. (5) Given the reactants [OH:1][CH2:2][CH:3]([O:8][CH3:9])[C:4]([NH:6][CH3:7])=[O:5].CCN(C(C)C)C(C)C.[CH3:19][S:20](Cl)(=[O:22])=[O:21], predict the reaction product. The product is: [CH3:19][S:20]([O:1][CH2:2][CH:3]([O:8][CH3:9])[C:4]([NH:6][CH3:7])=[O:5])(=[O:22])=[O:21]. (6) The product is: [CH3:19][O:18][C:11]1[CH:12]=[CH:13][CH:14]=[C:15]([O:16][CH3:17])[C:10]=1[CH:2]1[N:1]([CH2:29][C:28]2[CH:31]=[CH:32][CH:33]=[C:26]([C:24]3[N:25]=[C:21]([CH3:20])[S:22][CH:23]=3)[CH:27]=2)[C:6](=[O:8])[CH2:5][CH2:4][CH2:3]1. Given the reactants [NH2:1][CH:2]([C:10]1[C:15]([O:16][CH3:17])=[CH:14][CH:13]=[CH:12][C:11]=1[O:18][CH3:19])[CH2:3][CH2:4][CH2:5][C:6]([O:8]C)=O.[CH3:20][C:21]1[S:22][CH:23]=[C:24]([C:26]2[CH:27]=[C:28]([CH:31]=[CH:32][CH:33]=2)[CH:29]=O)[N:25]=1, predict the reaction product.